Task: Predict the reactants needed to synthesize the given product.. Dataset: Full USPTO retrosynthesis dataset with 1.9M reactions from patents (1976-2016) (1) Given the product [O:20]1[C:24]2[CH:25]=[CH:26][C:27]([CH2:29][N:17]3[CH2:18][CH2:19][CH:14]([NH:13][C:5]4[C:4]5[C:9](=[CH:10][CH:11]=[C:2]([Cl:1])[CH:3]=5)[O:8][C:7](=[O:12])[CH:6]=4)[CH2:15][CH2:16]3)=[CH:28][C:23]=2[N:22]=[CH:21]1, predict the reactants needed to synthesize it. The reactants are: [Cl:1][C:2]1[CH:3]=[C:4]2[C:9](=[CH:10][CH:11]=1)[O:8][C:7](=[O:12])[CH:6]=[C:5]2[NH:13][CH:14]1[CH2:19][CH2:18][NH:17][CH2:16][CH2:15]1.[O:20]1[C:24]2[CH:25]=[CH:26][C:27]([CH:29]=O)=[CH:28][C:23]=2[N:22]=[CH:21]1. (2) Given the product [NH2:1][C:2]1[N:6]([C:7]2[CH:8]=[CH:9][C:10]([F:13])=[CH:11][CH:12]=2)[N:5]=[CH:4][C:3]=1[C:14](=[O:27])[C:15]1[CH:20]=[CH:19][CH:18]=[C:17]([O:21][CH2:22][C@@H:23]2[O:26][C:29]([CH3:31])([CH3:28])[O:25][CH2:24]2)[CH:16]=1, predict the reactants needed to synthesize it. The reactants are: [NH2:1][C:2]1[N:6]([C:7]2[CH:12]=[CH:11][C:10]([F:13])=[CH:9][CH:8]=2)[N:5]=[CH:4][C:3]=1[C:14](=[O:27])[C:15]1[CH:20]=[CH:19][CH:18]=[C:17]([O:21][CH2:22][C@@H:23]([OH:26])[CH2:24][OH:25])[CH:16]=1.[CH3:28][C:29]([CH3:31])=O. (3) Given the product [NH2:12][C@H:6]1[CH2:7][CH2:8][CH2:9][CH2:10][CH2:11][C@H:5]1[C:3]([NH2:13])=[O:2], predict the reactants needed to synthesize it. The reactants are: C[O:2][C:3]([C@@H:5]1[CH2:11][CH2:10][CH2:9][CH2:8][CH2:7][C@@H:6]1[NH2:12])=O.[NH4+:13].[OH-].O. (4) Given the product [ClH:2].[CH3:23][C:24]1[CH:25]=[C:26]([NH:27][C:3]2[C:4]3[NH:11][C:10]([C:12]4[CH:13]=[CH:14][C:15]([C:16]([OH:18])=[O:17])=[CH:21][CH:22]=4)=[CH:9][C:5]=3[N:6]=[CH:7][N:8]=2)[CH:28]=[CH:29][C:30]=1[O:31][C:32]1[CH:33]=[N:34][C:35]([CH3:38])=[CH:36][CH:37]=1, predict the reactants needed to synthesize it. The reactants are: Cl.[Cl:2][C:3]1[C:4]2[NH:11][C:10]([C:12]3[CH:22]=[CH:21][C:15]([C:16]([O:18]CC)=[O:17])=[CH:14][CH:13]=3)=[CH:9][C:5]=2[N:6]=[CH:7][N:8]=1.[CH3:23][C:24]1[CH:25]=[C:26]([CH:28]=[CH:29][C:30]=1[O:31][C:32]1[CH:33]=[N:34][C:35]([CH3:38])=[CH:36][CH:37]=1)[NH2:27].C(N(C(C)C)CC)(C)C.CN1CCCC1=O. (5) The reactants are: Br[C:2]1[CH:7]=[CH:6][C:5]([C:8]([N:10]2[CH2:14][CH2:13][CH2:12][C@H:11]2[CH2:15][N:16]2[CH2:20][CH2:19][CH2:18][CH2:17]2)=[O:9])=[C:4]([F:21])[CH:3]=1.[N:22]1[C:31]2[C:26](=[CH:27][CH:28]=[CH:29][CH:30]=2)[CH:25]=[CH:24][C:23]=1B(O)O. Given the product [F:21][C:4]1[CH:3]=[C:2]([C:24]2[CH:23]=[N:22][C:31]3[C:26]([CH:25]=2)=[CH:27][CH:28]=[CH:29][CH:30]=3)[CH:7]=[CH:6][C:5]=1[C:8]([N:10]1[CH2:14][CH2:13][CH2:12][C@H:11]1[CH2:15][N:16]1[CH2:20][CH2:19][CH2:18][CH2:17]1)=[O:9], predict the reactants needed to synthesize it. (6) Given the product [CH2:1]([N:3]1[C:7]([CH2:8][OH:9])=[C:6]([CH3:10])[N:5]=[CH:4]1)[CH3:2], predict the reactants needed to synthesize it. The reactants are: [CH2:1]([N:3]1[C:7]([CH:8]=[O:9])=[C:6]([CH3:10])[N:5]=[CH:4]1)[CH3:2].[BH4-].[Na+].O.